This data is from Blood-brain barrier permeability regression values from the B3DB database. The task is: Regression/Classification. Given a drug SMILES string, predict its absorption, distribution, metabolism, or excretion properties. Task type varies by dataset: regression for continuous measurements (e.g., permeability, clearance, half-life) or binary classification for categorical outcomes (e.g., BBB penetration, CYP inhibition). For this dataset (b3db_regression), we predict Y. (1) The compound is CC1(O[C@@H]2CO[C@@]3([C@H]([C@@H]2O1)OC(O3)(C)C)COS(=O)(=O)N)C. The Y is -0.0700 log(BB ratio). (2) The compound is CN1CC2=C3C4C(CC(C=C4C1)O)OC3=C(C=C2)OC. The Y is 0.200 log(BB ratio). (3) The molecule is CCC1=CC=C(C=C1)N2C=NC3=C(C2=O)SC4=NC=CC(=C34)N(C)CCC5=CC=CC=N5. The Y is -0.800 log(BB ratio). (4) The molecule is C1[C@@H]([C@H]1N)C2=CC=C(C=C2)F. The Y is 0.810 log(BB ratio). (5) The compound is C1C(=O)NC2=C(C=C(C=C2)[N+](=O)[O-])C(=N1)C3=CC=CC=C3. The Y is 0.320 log(BB ratio).